From a dataset of Catalyst prediction with 721,799 reactions and 888 catalyst types from USPTO. Predict which catalyst facilitates the given reaction. (1) Reactant: [CH3:1][CH:2]([CH2:4][C@H:5]([CH2:10][NH2:11])[CH2:6][C:7]([OH:9])=[O:8])[CH3:3].[OH-].[Na+].[C:14](O[C:14]([O:16][C:17]([CH3:20])([CH3:19])[CH3:18])=[O:15])([O:16][C:17]([CH3:20])([CH3:19])[CH3:18])=[O:15]. Product: [C:17]([O:16][C:14]([NH:11][CH2:10][CH:5]([CH2:4][CH:2]([CH3:1])[CH3:3])[CH2:6][C:7]([OH:9])=[O:8])=[O:15])([CH3:20])([CH3:19])[CH3:18]. The catalyst class is: 127. (2) Reactant: [Cl:1][C:2]1[CH:7]=[CH:6][C:5]([C:8]2[S:9][C:10]([C:19]([OH:21])=O)=[C:11]([CH2:13][CH:14]([O:17][CH3:18])[O:15][CH3:16])[N:12]=2)=[CH:4][CH:3]=1.[C:22]([O:26][C:27]([N:29]1[CH2:32][CH:31]([O:33][C:34]2[CH:39]=[CH:38][C:37]([NH2:40])=[CH:36][C:35]=2[O:41][CH3:42])[CH2:30]1)=[O:28])([CH3:25])([CH3:24])[CH3:23].O.ON1C2C=CC=CC=2N=N1.C(N(C(C)C)CC)(C)C.Cl.CN(C)CCCN=C=NCC. Product: [C:22]([O:26][C:27]([N:29]1[CH2:30][CH:31]([O:33][C:34]2[CH:39]=[CH:38][C:37]([NH:40][C:19]([C:10]3[S:9][C:8]([C:5]4[CH:4]=[CH:3][C:2]([Cl:1])=[CH:7][CH:6]=4)=[N:12][C:11]=3[CH2:13][CH:14]([O:15][CH3:16])[O:17][CH3:18])=[O:21])=[CH:36][C:35]=2[O:41][CH3:42])[CH2:32]1)=[O:28])([CH3:25])([CH3:24])[CH3:23]. The catalyst class is: 20. (3) Reactant: Br[C:2]1[CH:7]=[C:6]([CH2:8][N:9]2[C:17](=[O:18])[C:16]3[C:11](=[CH:12][CH:13]=[CH:14][CH:15]=3)[C:10]2=[O:19])[C:5]([F:20])=[CH:4][N:3]=1.Cl.[F:22][C:23]1([F:34])[CH:28]([O:29][C:30]([F:33])([F:32])[F:31])[CH2:27][CH2:26][NH:25][CH2:24]1.C(Cl)(Cl)Cl.COC1C=CC=C(OC)C=1C1C=CC=CC=1P(C1CCCCC1)C1CCCCC1.C([O-])([O-])=O.[Cs+].[Cs+]. Product: [F:34][C:23]1([F:22])[CH:28]([O:29][C:30]([F:31])([F:32])[F:33])[CH2:27][CH2:26][N:25]([C:2]2[CH:7]=[C:6]([CH2:8][N:9]3[C:17](=[O:18])[C:16]4[C:11](=[CH:12][CH:13]=[CH:14][CH:15]=4)[C:10]3=[O:19])[C:5]([F:20])=[CH:4][N:3]=2)[CH2:24]1. The catalyst class is: 491. (4) Reactant: [CH3:1][O:2][C:3]1[CH:4]=[CH:5][C:6]2[NH:12][C:11](=[O:13])[N:10]([CH:14]3[CH2:19][CH2:18][N:17]([C:20]4[N:25]=[CH:24][N:23]=[C:22]([C:26]([O:28]C)=[O:27])[N:21]=4)[CH2:16][CH2:15]3)[CH2:9][CH2:8][C:7]=2[CH:30]=1.[OH-].[Na+].C1COCC1. Product: [CH3:1][O:2][C:3]1[CH:4]=[CH:5][C:6]2[NH:12][C:11](=[O:13])[N:10]([CH:14]3[CH2:15][CH2:16][N:17]([C:20]4[N:25]=[CH:24][N:23]=[C:22]([C:26]([OH:28])=[O:27])[N:21]=4)[CH2:18][CH2:19]3)[CH2:9][CH2:8][C:7]=2[CH:30]=1. The catalyst class is: 6.